From a dataset of NCI-60 drug combinations with 297,098 pairs across 59 cell lines. Regression. Given two drug SMILES strings and cell line genomic features, predict the synergy score measuring deviation from expected non-interaction effect. (1) Drug 1: C1=CC(=CC=C1C#N)C(C2=CC=C(C=C2)C#N)N3C=NC=N3. Drug 2: C1CN1P(=S)(N2CC2)N3CC3. Cell line: U251. Synergy scores: CSS=20.3, Synergy_ZIP=-6.17, Synergy_Bliss=-3.83, Synergy_Loewe=-0.217, Synergy_HSA=-3.36. (2) Drug 1: CC1=C(C=C(C=C1)NC2=NC=CC(=N2)N(C)C3=CC4=NN(C(=C4C=C3)C)C)S(=O)(=O)N.Cl. Drug 2: CN1CCC(CC1)COC2=C(C=C3C(=C2)N=CN=C3NC4=C(C=C(C=C4)Br)F)OC. Cell line: BT-549. Synergy scores: CSS=1.04, Synergy_ZIP=3.46, Synergy_Bliss=7.68, Synergy_Loewe=3.42, Synergy_HSA=4.09. (3) Drug 1: C1=CC(=CC=C1CCC2=CNC3=C2C(=O)NC(=N3)N)C(=O)NC(CCC(=O)O)C(=O)O. Drug 2: C1=CN(C=N1)CC(O)(P(=O)(O)O)P(=O)(O)O. Cell line: OVCAR-5. Synergy scores: CSS=21.2, Synergy_ZIP=-4.25, Synergy_Bliss=1.11, Synergy_Loewe=-8.78, Synergy_HSA=2.90. (4) Drug 1: CC(C1=C(C=CC(=C1Cl)F)Cl)OC2=C(N=CC(=C2)C3=CN(N=C3)C4CCNCC4)N. Drug 2: COC1=NC(=NC2=C1N=CN2C3C(C(C(O3)CO)O)O)N. Cell line: A498. Synergy scores: CSS=1.53, Synergy_ZIP=-0.00700, Synergy_Bliss=3.99, Synergy_Loewe=-8.26, Synergy_HSA=-0.456. (5) Drug 1: C1CCC(C1)C(CC#N)N2C=C(C=N2)C3=C4C=CNC4=NC=N3. Drug 2: CS(=O)(=O)CCNCC1=CC=C(O1)C2=CC3=C(C=C2)N=CN=C3NC4=CC(=C(C=C4)OCC5=CC(=CC=C5)F)Cl. Cell line: HCT116. Synergy scores: CSS=-1.93, Synergy_ZIP=0.775, Synergy_Bliss=0.140, Synergy_Loewe=-1.90, Synergy_HSA=-2.87. (6) Drug 1: C1=NC2=C(N=C(N=C2N1C3C(C(C(O3)CO)O)O)F)N. Drug 2: C1=NNC2=C1C(=O)NC=N2. Cell line: SNB-75. Synergy scores: CSS=-4.34, Synergy_ZIP=7.91, Synergy_Bliss=1.96, Synergy_Loewe=-3.18, Synergy_HSA=-2.73.